From a dataset of Reaction yield outcomes from USPTO patents with 853,638 reactions. Predict the reaction yield, written as a fraction of the theoretical maximum amount of product (1.0 means a 100% yield; for example, 0.34 means a 34% yield). (1) The reactants are [N:1]1([CH2:6][CH2:7][O:8][C:9]2[CH:14]=[CH:13][C:12]([NH2:15])=[CH:11][CH:10]=2)[CH2:5][CH2:4][CH2:3][CH2:2]1.[F:16][C:17]1[CH:25]=[CH:24][CH:23]=[C:22]2[C:18]=1[C:19](=[CH:27]O)[C:20](=[O:26])[NH:21]2. The yield is 0.770. No catalyst specified. The product is [F:16][C:17]1[CH:25]=[CH:24][CH:23]=[C:22]2[C:18]=1[C:19](=[CH:27][NH:15][C:12]1[CH:11]=[CH:10][C:9]([O:8][CH2:7][CH2:6][N:1]3[CH2:5][CH2:4][CH2:3][CH2:2]3)=[CH:14][CH:13]=1)[C:20](=[O:26])[NH:21]2. (2) The reactants are [Cl:1][C:2]1[CH:7]=[CH:6][C:5]([O:8][CH2:9][CH2:10][CH2:11][O:12][CH3:13])=[C:4]([N+:14]([O-])=O)[CH:3]=1. The catalyst is C(O)C.N1C=CC=CC=1.O. The product is [Cl:1][C:2]1[CH:7]=[CH:6][C:5]([O:8][CH2:9][CH2:10][CH2:11][O:12][CH3:13])=[C:4]([NH2:14])[CH:3]=1. The yield is 0.740. (3) The reactants are C(OC([NH:8][C:9]1[S:13][C:12]([C:14]2[C:19]([F:20])=[CH:18][CH:17]=[CH:16][C:15]=2[F:21])=[N:11][C:10]=1[C:22]([NH:24][C:25]1[CH:26]=[N:27][N:28]([CH3:45])[C:29]=1[N:30]1[CH2:35][C@@H:34]([F:36])[CH2:33][C@H:32]([NH:37]C(=O)OC(C)(C)C)[CH2:31]1)=[O:23])=O)(C)(C)C.N. The catalyst is Cl.CO.CO. The product is [NH2:8][C:9]1[S:13][C:12]([C:14]2[C:15]([F:21])=[CH:16][CH:17]=[CH:18][C:19]=2[F:20])=[N:11][C:10]=1[C:22]([NH:24][C:25]1[CH:26]=[N:27][N:28]([CH3:45])[C:29]=1[N:30]1[CH2:35][C@@H:34]([F:36])[CH2:33][C@H:32]([NH2:37])[CH2:31]1)=[O:23]. The yield is 0.900. (4) The reactants are [Li+].[OH-].[Si:3]([O:10][CH2:11][C:12]1[CH:13]=[C:14]([C:18]2[N:23]=[C:22]([C:24]([O:26]C)=[O:25])[C:21]([CH3:28])=[CH:20][CH:19]=2)[CH:15]=[CH:16][CH:17]=1)([C:6]([CH3:9])([CH3:8])[CH3:7])([CH3:5])[CH3:4]. The catalyst is C1COCC1.CO.O. The yield is 0.665. The product is [Si:3]([O:10][CH2:11][C:12]1[CH:13]=[C:14]([C:18]2[N:23]=[C:22]([C:24]([OH:26])=[O:25])[C:21]([CH3:28])=[CH:20][CH:19]=2)[CH:15]=[CH:16][CH:17]=1)([C:6]([CH3:9])([CH3:8])[CH3:7])([CH3:4])[CH3:5]. (5) The reactants are C([O:3][C:4]([C:6]1[C:7]([CH3:27])=[C:8]2[N:13]([CH:14]=1)[N:12]=[CH:11][N:10]=[C:9]2[O:15][C:16]1[C:17]([F:26])=[C:18]2[C:22](=[CH:23][CH:24]=1)[NH:21][C:20]([CH3:25])=[CH:19]2)=O)C.CC(C[AlH]CC(C)C)C.C(O)C. The yield is 0.630. The product is [F:26][C:17]1[C:16]([O:15][C:9]2[C:8]3=[C:7]([CH3:27])[C:6]([CH2:4][OH:3])=[CH:14][N:13]3[N:12]=[CH:11][N:10]=2)=[CH:24][CH:23]=[C:22]2[C:18]=1[CH:19]=[C:20]([CH3:25])[NH:21]2. The catalyst is C(Cl)Cl.